Dataset: Reaction yield outcomes from USPTO patents with 853,638 reactions. Task: Predict the reaction yield, written as a fraction of the theoretical maximum amount of product (1.0 means a 100% yield; for example, 0.34 means a 34% yield). (1) No catalyst specified. The yield is 0.540. The reactants are [CH3:1][O:2][C:3]1[CH:4]=[C:5]2[C:10](=[CH:11][C:12]=1[O:13][CH3:14])[N:9]=[CH:8][N:7]=[C:6]2[O:15][C:16]1[CH:17]=[C:18]([CH:20]=[CH:21][CH:22]=1)[NH2:19].[CH3:23][O:24][CH2:25][C:26]([C:29]1[CH:33]=[C:32]([NH:34][C:35](=O)[O:36]C2C=CC=CC=2)[O:31][N:30]=1)([CH3:28])[CH3:27].COC1C=C2C(=CC=1OC)N=CN=C2OC1C=C(NC(NC2ON=C(C(C)C)C=2)=O)C=CC=1. The product is [CH3:1][O:2][C:3]1[CH:4]=[C:5]2[C:10](=[CH:11][C:12]=1[O:13][CH3:14])[N:9]=[CH:8][N:7]=[C:6]2[O:15][C:16]1[CH:17]=[C:18]([NH:19][C:35]([NH:34][C:32]2[O:31][N:30]=[C:29]([C:26]([CH3:28])([CH3:27])[CH2:25][O:24][CH3:23])[CH:33]=2)=[O:36])[CH:20]=[CH:21][CH:22]=1. (2) The reactants are [Cl:1][C:2]1[CH:7]=[CH:6][C:5]([N:8]2[CH:12]=[C:11]([C:13]([O:15][CH2:16][CH3:17])=[O:14])[N:10]=[N:9]2)=[C:4]([C:18]2[CH:23]=[C:22]([O:24]C)[N:21]=[CH:20][N:19]=2)[CH:3]=1.[Si](I)(C)(C)C.S([O-])([O-])(=O)=S.[Na+].[Na+].C([O-])(O)=O.[Na+]. The catalyst is CC#N. The product is [Cl:1][C:2]1[CH:7]=[CH:6][C:5]([N:8]2[CH:12]=[C:11]([C:13]([O:15][CH2:16][CH3:17])=[O:14])[N:10]=[N:9]2)=[C:4]([C:18]2[CH:23]=[C:22]([OH:24])[N:21]=[CH:20][N:19]=2)[CH:3]=1. The yield is 0.510. (3) The reactants are C(OC([NH:8][CH2:9][CH2:10][CH2:11][O:12][C:13]1[CH:22]=[C:21]2[C:16]([C:17]([NH:23][C:24]3[CH:29]=[CH:28][C:27]([Cl:30])=[CH:26][C:25]=3[F:31])=[N:18][CH:19]=[N:20]2)=[CH:15][C:14]=1[O:32][CH3:33])=O)(C)(C)C.[C:34]([OH:40])([C:36]([F:39])([F:38])[F:37])=[O:35]. No catalyst specified. The product is [F:37][C:36]([F:39])([F:38])[C:34]([OH:40])=[O:35].[NH2:8][CH2:9][CH2:10][CH2:11][O:12][C:13]1[CH:22]=[C:21]2[C:16]([C:17]([NH:23][C:24]3[CH:29]=[CH:28][C:27]([Cl:30])=[CH:26][C:25]=3[F:31])=[N:18][CH:19]=[N:20]2)=[CH:15][C:14]=1[O:32][CH3:33]. The yield is 0.940. (4) The reactants are [CH3:1][C:2]1[C:10]2[C:5](=[CH:6][C:7]([NH2:11])=[CH:8][CH:9]=2)[NH:4][N:3]=1.C([O-])(O)=O.[Na+].[Cl:17][C:18]1[N:23]=[C:22](Cl)[CH:21]=[CH:20][N:19]=1. The catalyst is C1COCC1.C(O)C. The product is [Cl:17][C:18]1[N:23]=[C:22]([NH:11][C:7]2[CH:6]=[C:5]3[C:10]([C:2]([CH3:1])=[N:3][NH:4]3)=[CH:9][CH:8]=2)[CH:21]=[CH:20][N:19]=1. The yield is 0.890. (5) The reactants are C(N(C(C)C)CC)(C)C.C[Si]([N:14]=[C:15]=[O:16])(C)C.[OH:17][CH:18]([CH2:34][N:35]1[C:43]2[CH2:42][CH2:41][NH:40][CH2:39][C:38]=2[C:37]([C:44]2[CH:49]=[CH:48][C:47]([I:50])=[CH:46][CH:45]=2)=[N:36]1)[CH2:19][N:20]1[CH2:25][CH2:24][N:23]([C:26]2[CH:33]=[CH:32][CH:31]=[CH:30][C:27]=2[C:28]#[N:29])[CH2:22][CH2:21]1. The catalyst is CN(C1C=CN=CC=1)C.N1C=CC=CC=1.C(Cl)Cl. The product is [C:28]([C:27]1[CH:30]=[CH:31][CH:32]=[CH:33][C:26]=1[N:23]1[CH2:22][CH2:21][N:20]([CH2:19][CH:18]([OH:17])[CH2:34][N:35]2[C:43]3[CH2:42][CH2:41][N:40]([C:15]([NH2:14])=[O:16])[CH2:39][C:38]=3[C:37]([C:44]3[CH:49]=[CH:48][C:47]([I:50])=[CH:46][CH:45]=3)=[N:36]2)[CH2:25][CH2:24]1)#[N:29]. The yield is 0.780. (6) The reactants are [C:1]1([C@@H:7]2[NH:13][CH2:12][C:11]3[CH:14]=[CH:15][C:16]([C:18]([O:20][CH3:21])=[O:19])=[CH:17][C:10]=3[O:9][CH2:8]2)[CH:6]=[CH:5][CH:4]=[CH:3][CH:2]=1.[BH-](OC(C)=O)(OC(C)=O)O[C:24](C)=O.[Na+]. The catalyst is C(O)(=O)C. The product is [CH3:24][N:13]1[CH2:12][C:11]2[CH:14]=[CH:15][C:16]([C:18]([O:20][CH3:21])=[O:19])=[CH:17][C:10]=2[O:9][CH2:8][C@@H:7]1[C:1]1[CH:2]=[CH:3][CH:4]=[CH:5][CH:6]=1. The yield is 0.630. (7) The reactants are [NH2:1][C:2]1[N:10]=[C:9]([F:11])[N:8]=[C:7]2[C:3]=1[N:4]=[C:5]([CH2:21][C:22]1[C:30]([I:31])=[CH:29][C:25]3[O:26][CH2:27][O:28][C:24]=3[CH:23]=1)[N:6]2[CH2:12][C:13]1[N:14]=[N:15][N:16]([CH2:18][CH2:19][OH:20])[CH:17]=1.C(N(CC)CC)C.[S:39](Cl)(=[O:42])(=[O:41])[NH2:40].O. The catalyst is CN(C)C(=O)C. The product is [NH2:1][C:2]1[N:10]=[C:9]([F:11])[N:8]=[C:7]2[C:3]=1[N:4]=[C:5]([CH2:21][C:22]1[C:30]([I:31])=[CH:29][C:25]3[O:26][CH2:27][O:28][C:24]=3[CH:23]=1)[N:6]2[CH2:12][C:13]1[N:14]=[N:15][N:16]([CH2:18][CH2:19][O:20][S:39](=[O:42])(=[O:41])[NH2:40])[CH:17]=1. The yield is 0.410. (8) The reactants are [C:1]([N:5]1[C:9](=[O:10])[C:8]([NH:11][CH2:12][CH2:13][CH2:14][CH2:15][C:16]2[CH:21]=[CH:20][CH:19]=[CH:18][CH:17]=2)=[C:7]([C:22]2[CH:27]=[CH:26][CH:25]=[CH:24][CH:23]=2)[S:6]1(=[O:29])=[O:28])([CH3:4])(C)[CH3:2].Br[CH:31]1CCC[CH2:32]1. The catalyst is C(O)(C(F)(F)F)=O. The product is [CH:1]1([N:5]2[C:9](=[O:10])[C:8]([NH:11][CH2:12][CH2:13][CH2:14][CH2:15][C:16]3[CH:21]=[CH:20][CH:19]=[CH:18][CH:17]=3)=[C:7]([C:22]3[CH:27]=[CH:26][CH:25]=[CH:24][CH:23]=3)[S:6]2(=[O:29])=[O:28])[CH2:2][CH2:32][CH2:31][CH2:4]1. The yield is 0.360.